The task is: Predict the reactants needed to synthesize the given product.. This data is from Full USPTO retrosynthesis dataset with 1.9M reactions from patents (1976-2016). Given the product [CH:24]1([C:27]([N:5]2[CH2:4][CH2:3][C:2]([N:8]3[CH2:13][CH2:12][CH:11]([N:14]4[C@@H:22]5[C@H:17]([CH2:18][CH2:19][CH2:20][CH2:21]5)[CH2:16][C:15]4=[O:23])[CH2:10][CH2:9]3)([CH3:1])[CH2:7][CH2:6]2)=[O:28])[CH2:26][CH2:25]1, predict the reactants needed to synthesize it. The reactants are: [CH3:1][C:2]1([N:8]2[CH2:13][CH2:12][CH:11]([N:14]3[C@@H:22]4[C@H:17]([CH2:18][CH2:19][CH2:20][CH2:21]4)[CH2:16][C:15]3=[O:23])[CH2:10][CH2:9]2)[CH2:7][CH2:6][NH:5][CH2:4][CH2:3]1.[CH:24]1([C:27](O)=[O:28])[CH2:26][CH2:25]1.C(N(C(C)C)CC)(C)C.CN(C(ON1N=NC2C=CC=NC1=2)=[N+](C)C)C.F[P-](F)(F)(F)(F)F.